This data is from Forward reaction prediction with 1.9M reactions from USPTO patents (1976-2016). The task is: Predict the product of the given reaction. (1) Given the reactants Br[C:2]1[CH:3]=[CH:4][CH:5]=[C:6]([CH:9]=1)[CH:7]=[O:8].[O:10]1[CH:14]=[CH:13][CH2:12][CH2:11]1.C(=O)([O-])[O-].[Cs+].[Cs+], predict the reaction product. The product is: [O:10]1[CH:11]=[CH:12][CH2:13][CH:14]1[C:2]1[CH:9]=[C:6]([CH:5]=[CH:4][CH:3]=1)[CH:7]=[O:8]. (2) Given the reactants CC(C)(OC([NH:7][C@H:8]([C:24]([N:26]1[CH2:31][CH2:30][N:29]([C:32]2[CH:37]=[CH:36][N:35]=[CH:34][CH:33]=2)[CH2:28][CH2:27]1)=[O:25])[CH2:9][CH2:10][CH2:11][CH2:12][NH:13][C:14]([O:16][CH2:17][C:18]1[CH:23]=[CH:22][CH:21]=[CH:20][CH:19]=1)=[O:15])=O)C.FC(F)(F)C(O)=O.C(=O)([O-])O.[Na+], predict the reaction product. The product is: [C:18]1([CH2:17][O:16][C:14]([NH:13][CH2:12][CH2:11][CH2:10][CH2:9][C@@H:8]([C:24]([N:26]2[CH2:27][CH2:28][N:29]([C:32]3[CH:33]=[CH:34][N:35]=[CH:36][CH:37]=3)[CH2:30][CH2:31]2)=[O:25])[NH2:7])=[O:15])[CH:19]=[CH:20][CH:21]=[CH:22][CH:23]=1. (3) Given the reactants [F:1][C:2]([F:17])([F:16])[C:3]1[CH:4]=[C:5]([C:9]2[N:14]=[CH:13][C:12]([NH2:15])=[CH:11][N:10]=2)[CH:6]=[CH:7][CH:8]=1.[N+:18]([C:21]1[CH:29]=[CH:28][C:27]([N:30]2[CH2:35][CH2:34][CH2:33][CH2:32][CH2:31]2)=[CH:26][C:22]=1[C:23](O)=[O:24])([O-:20])=[O:19].CCN=C=NCCCN(C)C.Cl, predict the reaction product. The product is: [N+:18]([C:21]1[CH:29]=[CH:28][C:27]([N:30]2[CH2:35][CH2:34][CH2:33][CH2:32][CH2:31]2)=[CH:26][C:22]=1[C:23]([NH:15][C:12]1[CH:13]=[N:14][C:9]([C:5]2[CH:6]=[CH:7][CH:8]=[C:3]([C:2]([F:1])([F:16])[F:17])[CH:4]=2)=[N:10][CH:11]=1)=[O:24])([O-:20])=[O:19]. (4) Given the reactants [H-].[Na+].[Cl:3][C:4]1[CH:12]=[C:11]2[C:7]([CH:8]=[CH:9][NH:10]2)=[CH:6][N:5]=1.Cl[CH2:14][O:15][CH2:16][CH2:17][Si:18]([CH3:21])([CH3:20])[CH3:19], predict the reaction product. The product is: [Cl:3][C:4]1[N:5]=[CH:6][C:7]2[CH:8]=[CH:9][N:10]([CH2:14][O:15][CH2:16][CH2:17][Si:18]([CH3:21])([CH3:20])[CH3:19])[C:11]=2[CH:12]=1. (5) Given the reactants [N:1]12[CH2:8][CH2:7][CH:4]([CH2:5][CH2:6]1)[CH:3]([NH:9][C:10]1[CH:15]=[CH:14][C:13]([NH:16][C:17]3[CH:22]=[CH:21][CH:20]=[CH:19][CH:18]=3)=[CH:12][CH:11]=1)[CH2:2]2.[ClH:23], predict the reaction product. The product is: [ClH:23].[N:1]12[CH2:6][CH2:5][CH:4]([CH2:7][CH2:8]1)[CH:3]([NH:9][C:10]1[CH:15]=[CH:14][C:13]([NH:16][C:17]3[CH:22]=[CH:21][CH:20]=[CH:19][CH:18]=3)=[CH:12][CH:11]=1)[CH2:2]2. (6) Given the reactants Cl.[C:2]([O:6][C:7](=[O:10])[CH2:8][NH2:9])([CH3:5])([CH3:4])[CH3:3].[NH:11]([CH2:13][C:14]([OH:16])=O)[CH3:12].[CH:17]1C=CC2N(O)N=NC=2C=1.Cl, predict the reaction product. The product is: [C:2]([O:6][C:7](=[O:10])[CH2:8][NH:9][C:14](=[O:16])[CH2:13][N:11]([CH3:12])[CH3:17])([CH3:5])([CH3:4])[CH3:3]. (7) Given the reactants [OH:1][C:2]1[CH:11]=[C:10]2[C:5]([CH2:6][CH2:7][CH:8]([C:12]([O:14][CH2:15][CH3:16])=[O:13])[O:9]2)=[CH:4][CH:3]=1.[C:17]1([O:23][C:24]2[CH:29]=[CH:28][C:27]([O:30][CH2:31][CH2:32][CH2:33]Br)=[C:26]([CH2:35][CH2:36][CH3:37])[CH:25]=2)[CH:22]=[CH:21][CH:20]=[CH:19][CH:18]=1.C(=O)([O-])[O-].[Cs+].[Cs+].CN(CC1C=C(CN(C)C)C(O)=C(CN(C)C)C=1)C, predict the reaction product. The product is: [CH2:35]([C:26]1[CH:25]=[C:24]([O:23][C:17]2[CH:18]=[CH:19][CH:20]=[CH:21][CH:22]=2)[CH:29]=[CH:28][C:27]=1[O:30][CH2:31][CH2:32][CH2:33][O:1][C:2]1[CH:11]=[C:10]2[C:5]([CH2:6][CH2:7][CH:8]([C:12]([O:14][CH2:15][CH3:16])=[O:13])[O:9]2)=[CH:4][CH:3]=1)[CH2:36][CH3:37]. (8) Given the reactants C[O:2][C:3]([NH:5][C:6]1[CH:11]=[CH:10][CH:9]=[CH:8][C:7]=1[CH2:12][C:13]([NH:15][CH:16]1[CH2:21][CH2:20][N:19]([CH2:22][C:23]2[CH:28]=[CH:27][CH:26]=[CH:25][CH:24]=2)[CH2:18][CH2:17]1)=O)=O.[H-].C([Al+]CC(C)C)C(C)C.Cl.[OH-].[Na+], predict the reaction product. The product is: [C:23]1([CH2:22][N:19]2[CH2:18][CH2:17][CH:16]([N:15]3[CH2:13][CH2:12][C:7]4[CH:8]=[CH:9][CH:10]=[CH:11][C:6]=4[NH:5][C:3]3=[O:2])[CH2:21][CH2:20]2)[CH:24]=[CH:25][CH:26]=[CH:27][CH:28]=1.